This data is from Experimentally validated miRNA-target interactions with 360,000+ pairs, plus equal number of negative samples. The task is: Binary Classification. Given a miRNA mature sequence and a target amino acid sequence, predict their likelihood of interaction. (1) The miRNA is mmu-miR-140-3p with sequence UACCACAGGGUAGAACCACGG. The protein sequence of the target gene is MGPLQFRDVAIEFSLEEWHCLDTAQRNLYRDVMLENYRNLVFLGIVVSKPDLVTCLEQGKKPLTMERHEMIAKPPVMSSHFAQDLWPENIQNSFQIGMLRRYEECRHDNLQLKKGCKSVGEHKVHKGGYNGLNQCLTTTQKEIFQCDKYGKVFHKFSNSNTYKTRHTGINLFKCIICGKAFKRSSTLTTHKKIHTGEKPYRCEECGKAFNQSANLTTHKRIHTGEKPYRCEECGKAFKQSSNLTTHKKIHTGEKPYKCEECGKAFNRSTDLTTHKIVHTGEKPYKCEECGKAFKHPSHVT.... Result: 0 (no interaction). (2) The miRNA is hsa-miR-3914 with sequence AAGGAACCAGAAAAUGAGAAGU. The protein sequence of the target gene is MAYGVPRKNTVKTILRGSCYNVQEPWDIALLAKTWSTNLANIKLPFLEEISFGGSVQLTKCTTIKDGLLPSAESIKLEREYEVKRLCKLKCQENTSKEIQLLLRERPAGLRRPLPSK. Result: 0 (no interaction). (3) The miRNA is hsa-miR-186-5p with sequence CAAAGAAUUCUCCUUUUGGGCU. The protein sequence of the target gene is MKENYCLQAALVCLGMLCHSHAFAPERRGHLRPSFHGHHEKGKEGQVLQRSKRGWVWNQFFVIEEYTGPDPVLVGRLHSDIDSGDGNIKYILSGEGAGTIFVIDDKSGNIHATKTLDREERAQYTLMAQAVDRDTNRPLEPPSEFIVKVQDINDNPPEFLHETYHANVPERSNVGTSVIQVTASDADDPTYGNSAKLVYSILEGQPYFSVEAQTGIIRTALPNMDREAKEEYHVVIQAKDMGGHMGGLSGTTKVTITLTDVNDNPPKFPQSVYQMSVSEAAVPGEEVGRVKAKDPDIGEN.... Result: 0 (no interaction). (4) The miRNA is mmu-miR-1958 with sequence UAGGAAAGUGGAAGCAGUAAGU. The protein sequence of the target gene is MAAALPRTLGELQLYRILQKANLLSYFDAFIQQGGDDVQQLCEAGEEEFLEIMALVGMASKPLHVRRLQKALRDWVTNPGLFNQPLTSLPVSSIPIYKLPEGSPTWLGISCSSYERSSNAREPHLKIPKCAATTCVQSLGQGKSDVVGSLALQSVGESRLWQGHHATESEHSLSPADLGSPASPKESSEALDAAAALSVAECVERMAPTLPKSDLNEVKELLKTNKKLAKMIGHIFEMNDDDPHKEEEIRKYSAIYGRFDSKRKDGKHLTLHELTVNEAAAQLCVKDNALLTRRDELFAL.... Result: 0 (no interaction). (5) The miRNA is cel-miR-56-3p with sequence UACCCGUAAUGUUUCCGCUGAG. The protein sequence of the target gene is MASNDYTQQATQSYGAYPTQPGQGYSQQSSQPYGQQSYSGYGQSADTSGYGQSSYGSSYGQTQNTGYGTQSAPQGYGSTGGYGSSQSSQSSYGQQSSYPGYGQQPAPSSTSGSYGGSSQSSSYGQPQSGGYGQQSGYGGQQQSYGQQQSSYNPPQGYGQQNQYNSSSGGGGGGGGGNYGQDQSSMSGGGGGGGYGNQDQSGGGGGGYGGGQQDRGGRGRGGGGGYNRSSGGYEPRGRGGGRGGRGGMGGSDRGGFNKFGGPRDQGSRHDSEQDNSDNNTIFVQGLGENVTIESVADYFKQ.... Result: 0 (no interaction). (6) The miRNA is hsa-miR-4269 with sequence GCAGGCACAGACAGCCCUGGC. The protein sequence of the target gene is MAAAGPSTRASSAAAAAALSRRGRRGRCDEMAAAKAGAPGPASSPALLVLRSAPRPEESGCTGCLETPGEVAALPCSHSRCRGCASRAAGPGCRRCRPRGSGWARRRARDDGQAAAELMGERARRGQPEPCRPRRDGGAAASGPRPEPEPLAEPEFIFRTPIKLSKPGELSEEYGCLRKLRGEKLQEEKDCDDQIHKLLQEDSEMGKRKADEQKKRDEAVVLKTSLEQCPARLSDSENEEPSRGQMMQTHRSAFVSKNSSCSLAFLAGKLNTKVQRSQSCSDTVQDRVRSRLRTAPPNRA.... Result: 0 (no interaction). (7) The miRNA is hsa-miR-4539 with sequence GCUGAACUGGGCUGAGCUGGGC. The protein sequence of the target gene is MELKKDINAVSIDMLLIVHSEKRRAAQGTLSDQQANPSSLLQRGGGFQGVGNGVRRWQKLEGNDFHENLVEKQHPQQPQVITSYNSQGTQLTVEVHPRDAMPQLLKKFSLAKRLQGDKNGNTRPRQPGGKDAHAYPWDRSSLKSMSLDLQQFEKLDIYASQVTAKSGLDELVSDLLQEAHTDLERVRAIWIWICHHIEYDIAAAQEKDRQAFKPTDILRTQKTNCDGYAGLFERMCRLAGVQCMTVPGYSKGFGYQTGQSFSGEFDHAWNAVYLEGRWHLVDSTWGSGLVDTITSKFTFL.... Result: 1 (interaction).